From a dataset of Reaction yield outcomes from USPTO patents with 853,638 reactions. Predict the reaction yield, written as a fraction of the theoretical maximum amount of product (1.0 means a 100% yield; for example, 0.34 means a 34% yield). (1) The reactants are Br[CH2:2][C:3]1[CH:4]=[CH:5][C:6]2[N:7]=[C:8]([Cl:19])[N:9]=[C:10]([N:13]3[CH2:18][CH2:17][O:16][CH2:15][CH2:14]3)[C:11]=2[N:12]=1.[CH3:20][C:21]1([CH3:26])[CH2:25][CH2:24][NH:23][CH2:22]1. No catalyst specified. The product is [Cl:19][C:8]1[N:9]=[C:10]([N:13]2[CH2:18][CH2:17][O:16][CH2:15][CH2:14]2)[C:11]2[N:12]=[C:3]([CH2:2][N:23]3[CH2:24][CH2:25][C:21]([CH3:26])([CH3:20])[CH2:22]3)[CH:4]=[CH:5][C:6]=2[N:7]=1. The yield is 1.00. (2) The reactants are [Br:1][C:2]1[C:7]([CH3:8])=[CH:6][C:5]([OH:9])=[CH:4][C:3]=1[CH3:10].[C:11](=O)([O-])[O-].[K+].[K+].CI. The catalyst is CC(C)=O. The product is [Br:1][C:2]1[C:7]([CH3:8])=[CH:6][C:5]([O:9][CH3:11])=[CH:4][C:3]=1[CH3:10]. The yield is 0.990. (3) The reactants are C[O:2][CH:3](OC)[C:4]1[CH:8]=[C:7]([C:9]([O:11][CH2:12][CH3:13])=[O:10])[N:6]([CH3:14])[N:5]=1. The catalyst is C(O)(=O)C. The product is [CH:3]([C:4]1[CH:8]=[C:7]([C:9]([O:11][CH2:12][CH3:13])=[O:10])[N:6]([CH3:14])[N:5]=1)=[O:2]. The yield is 0.501. (4) The reactants are C([C:3]1[CH:4]=[C:5]([NH2:9])[CH:6]=CC=1)#C.[CH2:10]1[CH2:14]O[CH2:12][CH2:11]1.[C:23](O[C:23]([O:25][C:26]([CH3:29])([CH3:28])[CH3:27])=[O:24])([O:25][C:26]([CH3:29])([CH3:28])[CH3:27])=[O:24]. The catalyst is CCN(CC)CC. The product is [C:11]([C:10]1[CH:14]=[CH:6][C:5]([NH:9][C:23](=[O:24])[O:25][C:26]([CH3:27])([CH3:28])[CH3:29])=[CH:4][CH:3]=1)#[CH:12]. The yield is 0.780. (5) The reactants are [Br:1][C:2]1[CH:11]=[C:10]2[C:5]([CH2:6][CH2:7][CH2:8][C:9]2([CH3:13])[CH3:12])=[CH:4][CH:3]=1.C([O:18]O)(C)(C)C. The catalyst is ClCCl.O.[O-2].[Cr+6].[O-2].[O-2]. The product is [Br:1][C:2]1[CH:11]=[C:10]2[C:5](=[CH:4][CH:3]=1)[C:6](=[O:18])[CH2:7][CH2:8][C:9]2([CH3:13])[CH3:12]. The yield is 0.790. (6) The reactants are [CH2:1]1[O:11][C:4]2([CH2:9][CH2:8][C:7](=O)[CH2:6][CH2:5]2)[O:3][CH2:2]1.C(O[BH-](OC(=O)C)OC(=O)C)(=O)C.[Na+].[CH2:26]([NH2:33])[C:27]1[CH:32]=[CH:31][CH:30]=[CH:29][CH:28]=1.[OH-].[Na+]. The catalyst is C(Cl)Cl. The product is [C:27]1([CH2:26][NH:33][CH:7]2[CH2:8][CH2:9][C:4]3([O:11][CH2:1][CH2:2][O:3]3)[CH2:5][CH2:6]2)[CH:32]=[CH:31][CH:30]=[CH:29][CH:28]=1. The yield is 1.00. (7) The product is [CH3:1][N:35]([C:32]1[CH:33]=[CH:34][C:29]([C@@H:25]2[O:26][CH2:27][CH2:28][N:23]([C@@H:21]([C:15]3[CH:20]=[CH:19][CH:18]=[CH:17][CH:16]=3)[CH3:22])[CH2:24]2)=[CH:30][CH:31]=1)[C@@H:36]1[CH2:40][CH2:39][O:38][CH2:37]1. The yield is 1.00. The reactants are [C:1](O[BH-](OC(=O)C)OC(=O)C)(=O)C.[Na+].[C:15]1([C@H:21]([N:23]2[CH2:28][CH2:27][O:26][C@@H:25]([C:29]3[CH:34]=[CH:33][C:32]([NH:35][C@@H:36]4[CH2:40][CH2:39][O:38][CH2:37]4)=[CH:31][CH:30]=3)[CH2:24]2)[CH3:22])[CH:20]=[CH:19][CH:18]=[CH:17][CH:16]=1.C=O. The catalyst is ClC(Cl)C.